This data is from Forward reaction prediction with 1.9M reactions from USPTO patents (1976-2016). The task is: Predict the product of the given reaction. (1) Given the reactants [C:1](Cl)(=[O:8])[C:2]1[CH:7]=[CH:6][CH:5]=[CH:4][CH:3]=1.[S:10]1[CH:14]=[CH:13][CH:12]=[C:11]1[CH2:15][C:16]([O:18][CH2:19][CH3:20])=[O:17], predict the reaction product. The product is: [O:8]=[C:1]([C:2]1[CH:7]=[CH:6][CH:5]=[CH:4][CH:3]=1)[CH:15]([C:11]1[S:10][CH:14]=[CH:13][CH:12]=1)[C:16]([O:18][CH2:19][CH3:20])=[O:17]. (2) The product is: [CH3:13][N:14]1[C:19](=[O:20])[C:18]2[C:21]([S:45][C:43]3[CH:44]=[CH:39][CH:40]=[CH:41][N:42]=3)=[C:22]([CH2:24][C:25]3[C:34]4[C:29](=[CH:30][CH:31]=[CH:32][CH:33]=4)[CH:28]=[CH:27][CH:26]=3)[S:23][C:17]=2[C:16]([CH2:35][CH:36]([CH3:38])[CH3:37])=[N:15]1. Given the reactants C([Li])CCC.C(NC(C)C)(C)C.[CH3:13][N:14]1[C:19](=[O:20])[C:18]2[CH:21]=[C:22]([CH2:24][C:25]3[C:34]4[C:29](=[CH:30][CH:31]=[CH:32][CH:33]=4)[CH:28]=[CH:27][CH:26]=3)[S:23][C:17]=2[C:16]([CH2:35][CH:36]([CH3:38])[CH3:37])=[N:15]1.[CH:39]1[CH:44]=[C:43]([S:45][S:45][C:43]2[N:42]=[CH:41][CH:40]=[CH:39][CH:44]=2)[N:42]=[CH:41][CH:40]=1, predict the reaction product. (3) Given the reactants [CH2:1]([O:3][C:4]([N:6]1[CH2:11][CH2:10][C:9]2[O:12][C:13]3[C:18]([O:19][CH3:20])=[CH:17][CH:16]=[C:15]([CH:21]=[O:22])[C:14]=3[C:8]=2[CH2:7]1)=[O:5])[CH3:2].S(=O)(=O)([OH:25])N.Cl([O-])=O.[Na+], predict the reaction product. The product is: [CH2:1]([O:3][C:4]([N:6]1[CH2:11][CH2:10][C:9]2[O:12][C:13]3[C:18]([O:19][CH3:20])=[CH:17][CH:16]=[C:15]([C:21]([OH:25])=[O:22])[C:14]=3[C:8]=2[CH2:7]1)=[O:5])[CH3:2]. (4) The product is: [CH3:19][O:18][C:15]1[CH:16]=[CH:17][C:12]([CH2:11][N:4]2[C:5]3[C:10](=[CH:9][CH:8]=[CH:7][CH:6]=3)[C:2]([O:38][CH2:37][CH2:36][O:35][C:25]3[C:34]4[C:29](=[CH:30][CH:31]=[CH:32][CH:33]=4)[CH:28]=[CH:27][CH:26]=3)=[C:3]2[C:20]([O:22][CH2:23][CH3:24])=[O:21])=[CH:13][CH:14]=1. Given the reactants Br[C:2]1[C:10]2[C:5](=[CH:6][CH:7]=[CH:8][CH:9]=2)[N:4]([CH2:11][C:12]2[CH:17]=[CH:16][C:15]([O:18][CH3:19])=[CH:14][CH:13]=2)[C:3]=1[C:20]([O:22][CH2:23][CH3:24])=[O:21].[C:25]1([O:35][CH2:36][CH2:37][OH:38])[C:34]2[C:29](=[CH:30][CH:31]=[CH:32][CH:33]=2)[CH:28]=[CH:27][CH:26]=1.C1(C2C3C(=CC=CC=3)C=CC=2)C2C(=CC=CC=2)C=CC=1P(C(C)(C)C)C(C)(C)C.C([O-])([O-])=O.[Cs+].[Cs+], predict the reaction product. (5) Given the reactants [OH:1][C:2]1[CH:7]=[CH:6][C:5]([NH:8][C:9](=[O:18])[O:10][CH2:11][C:12]2[CH:17]=[CH:16][CH:15]=[CH:14][CH:13]=2)=[CH:4][CH:3]=1.C(=O)([O-])[O-].[Cs+].[Cs+].Br[C:26]1[CH:27]=[CH:28][C:29]([N+:32]([O-:34])=[O:33])=[N:30][CH:31]=1.O, predict the reaction product. The product is: [N+:32]([C:29]1[N:30]=[CH:31][C:26]([O:1][C:2]2[CH:7]=[CH:6][C:5]([NH:8][C:9](=[O:18])[O:10][CH2:11][C:12]3[CH:13]=[CH:14][CH:15]=[CH:16][CH:17]=3)=[CH:4][CH:3]=2)=[CH:27][CH:28]=1)([O-:34])=[O:33]. (6) The product is: [F:16][C:13]1[CH:12]=[CH:11][C:5]2[NH:6][C@@H:7]([CH3:10])[CH2:8][O:9][C:4]=2[C:14]=1[F:15]. Given the reactants [H-].[Na+].F[C:4]1[C:14]([F:15])=[C:13]([F:16])[CH:12]=[CH:11][C:5]=1[NH:6][C@@H:7]([CH3:10])[CH2:8][OH:9], predict the reaction product. (7) Given the reactants [C:1]([C:5]1[CH:9]=[C:8]([NH:10][C:11]([NH:13][C:14]2[C:23]3[C:18](=[CH:19][CH:20]=[CH:21][CH:22]=3)[C:17]([O:24][C:25]3[CH:30]=[CH:29][N:28]=[C:27](Cl)[N:26]=3)=[CH:16][CH:15]=2)=[O:12])[N:7]([C:32]2[CH:37]=[CH:36][CH:35]=[C:34]([CH2:38][P:39]([CH3:42])([CH3:41])=[O:40])[CH:33]=2)[N:6]=1)([CH3:4])([CH3:3])[CH3:2].[NH2:43][C:44]1[CH:45]=[C:46]([CH:58]=[C:59]([O:61][CH3:62])[CH:60]=1)[C:47]([NH:49][CH2:50][CH2:51][N:52]1[CH2:57][CH2:56][O:55][CH2:54][CH2:53]1)=[O:48], predict the reaction product. The product is: [C:1]([C:5]1[CH:9]=[C:8]([NH:10][C:11](=[O:12])[NH:13][C:14]2[C:23]3[C:18](=[CH:19][CH:20]=[CH:21][CH:22]=3)[C:17]([O:24][C:25]3[CH:30]=[CH:29][N:28]=[C:27]([NH:43][C:44]4[CH:45]=[C:46]([CH:58]=[C:59]([O:61][CH3:62])[CH:60]=4)[C:47]([NH:49][CH2:50][CH2:51][N:52]4[CH2:57][CH2:56][O:55][CH2:54][CH2:53]4)=[O:48])[N:26]=3)=[CH:16][CH:15]=2)[N:7]([C:32]2[CH:37]=[CH:36][CH:35]=[C:34]([CH2:38][P:39]([CH3:42])([CH3:41])=[O:40])[CH:33]=2)[N:6]=1)([CH3:4])([CH3:3])[CH3:2]. (8) Given the reactants [CH2:1]([O:3][C:4]1[CH:17]=[C:16]2[C:7]([C:8]([C:22]3[CH:27]=[CH:26][C:25]([N:28]4[CH:32]=[CH:31][N:30]=[CH:29]4)=[CH:24][CH:23]=3)=[N:9][CH:10]3[CH:15]2[CH2:14][CH:13]([O:18]C(=O)C)[CH2:12][CH2:11]3)=[CH:6][C:5]=1[O:33][CH3:34])[CH3:2].C(=O)([O-])[O-].[Cs+].[Cs+], predict the reaction product. The product is: [CH2:1]([O:3][C:4]1[CH:17]=[C:16]2[C:7]([C:8]([C:22]3[CH:23]=[CH:24][C:25]([N:28]4[CH:32]=[CH:31][N:30]=[CH:29]4)=[CH:26][CH:27]=3)=[N:9][CH:10]3[CH:15]2[CH2:14][CH:13]([OH:18])[CH2:12][CH2:11]3)=[CH:6][C:5]=1[O:33][CH3:34])[CH3:2].